This data is from Forward reaction prediction with 1.9M reactions from USPTO patents (1976-2016). The task is: Predict the product of the given reaction. (1) Given the reactants C(OC(N1[CH2:12][CH2:11][CH:10]([NH:13][C:14]([C:16]2[S:17][CH:18]=[CH:19][C:20]=2[NH:21][C:22]2[CH:27]=[CH:26][N:25]=[C:24]3[NH:28][CH:29]=[CH:30][C:23]=23)=[O:15])C1)=O)(C)(C)C.C[C:32]1[CH:37]=[CH:36][CH:35]=[CH:34][C:33]=1CCN, predict the reaction product. The product is: [C:34]1([CH3:35])[CH:33]=[CH:32][CH:37]=[CH:36][C:12]=1[CH2:11][CH2:10][NH:13][C:14]([C:16]1[S:17][CH:18]=[CH:19][C:20]=1[NH:21][C:22]1[CH:27]=[CH:26][N:25]=[C:24]2[NH:28][CH:29]=[CH:30][C:23]=12)=[O:15]. (2) Given the reactants [C:1]1(=O)[CH2:5][CH2:4][CH2:3][CH2:2]1.[CH2:7]([NH2:10])[CH2:8][NH2:9].C(O)(=O)C.C([BH3-])#N.[Na+], predict the reaction product. The product is: [CH:1]1([NH:9][CH2:8][CH2:7][NH2:10])[CH2:5][CH2:4][CH2:3][CH2:2]1. (3) Given the reactants [F:1][C:2]1[C:3]([CH3:24])=[C:4]([NH:8][C:9]2[O:10][C:11]3[C:17]([F:18])=[C:16]([CH2:19][C:20]([O:22]C)=[O:21])[CH:15]=[CH:14][C:12]=3[N:13]=2)[CH:5]=[CH:6][CH:7]=1.[OH-].[Na+], predict the reaction product. The product is: [F:1][C:2]1[C:3]([CH3:24])=[C:4]([NH:8][C:9]2[O:10][C:11]3[C:17]([F:18])=[C:16]([CH2:19][C:20]([OH:22])=[O:21])[CH:15]=[CH:14][C:12]=3[N:13]=2)[CH:5]=[CH:6][CH:7]=1. (4) Given the reactants [CH:1]1([C:4]2[CH:16]=[C:7]3[C:8]([CH2:14][OH:15])=[CH:9][CH:10]=[C:11]([O:12][CH3:13])[N:6]3[N:5]=2)[CH2:3][CH2:2]1, predict the reaction product. The product is: [CH:1]1([C:4]2[CH:16]=[C:7]3[C:8]([CH:14]=[O:15])=[CH:9][CH:10]=[C:11]([O:12][CH3:13])[N:6]3[N:5]=2)[CH2:2][CH2:3]1.